Dataset: NCI-60 drug combinations with 297,098 pairs across 59 cell lines. Task: Regression. Given two drug SMILES strings and cell line genomic features, predict the synergy score measuring deviation from expected non-interaction effect. Drug 1: C1=C(C(=O)NC(=O)N1)F. Drug 2: C1=NC2=C(N1)C(=S)N=CN2. Cell line: SF-268. Synergy scores: CSS=27.0, Synergy_ZIP=-4.14, Synergy_Bliss=-9.35, Synergy_Loewe=-8.78, Synergy_HSA=-6.89.